This data is from NCI-60 drug combinations with 297,098 pairs across 59 cell lines. The task is: Regression. Given two drug SMILES strings and cell line genomic features, predict the synergy score measuring deviation from expected non-interaction effect. (1) Drug 1: CC=C1C(=O)NC(C(=O)OC2CC(=O)NC(C(=O)NC(CSSCCC=C2)C(=O)N1)C(C)C)C(C)C. Drug 2: C1CN(P(=O)(OC1)NCCCl)CCCl. Cell line: OVCAR-4. Synergy scores: CSS=30.9, Synergy_ZIP=-1.10, Synergy_Bliss=4.76, Synergy_Loewe=-21.2, Synergy_HSA=-1.75. (2) Drug 1: C#CCC(CC1=CN=C2C(=N1)C(=NC(=N2)N)N)C3=CC=C(C=C3)C(=O)NC(CCC(=O)O)C(=O)O. Drug 2: COCCOC1=C(C=C2C(=C1)C(=NC=N2)NC3=CC=CC(=C3)C#C)OCCOC.Cl. Cell line: IGROV1. Synergy scores: CSS=15.6, Synergy_ZIP=4.29, Synergy_Bliss=5.28, Synergy_Loewe=3.46, Synergy_HSA=3.74. (3) Drug 1: CC1=C2C(C(=O)C3(C(CC4C(C3C(C(C2(C)C)(CC1OC(=O)C(C(C5=CC=CC=C5)NC(=O)C6=CC=CC=C6)O)O)OC(=O)C7=CC=CC=C7)(CO4)OC(=O)C)O)C)OC(=O)C. Drug 2: CCC1(C2=C(COC1=O)C(=O)N3CC4=CC5=C(C=CC(=C5CN(C)C)O)N=C4C3=C2)O.Cl. Cell line: CAKI-1. Synergy scores: CSS=60.2, Synergy_ZIP=-8.28, Synergy_Bliss=-4.10, Synergy_Loewe=-2.44, Synergy_HSA=0.270. (4) Drug 1: C(CCl)NC(=O)N(CCCl)N=O. Drug 2: B(C(CC(C)C)NC(=O)C(CC1=CC=CC=C1)NC(=O)C2=NC=CN=C2)(O)O. Cell line: SK-MEL-5. Synergy scores: CSS=24.9, Synergy_ZIP=1.28, Synergy_Bliss=-10.7, Synergy_Loewe=-32.6, Synergy_HSA=-9.85. (5) Drug 1: C1=CC(=CC=C1CCC2=CNC3=C2C(=O)NC(=N3)N)C(=O)NC(CCC(=O)O)C(=O)O. Drug 2: CC12CCC3C(C1CCC2O)C(CC4=C3C=CC(=C4)O)CCCCCCCCCS(=O)CCCC(C(F)(F)F)(F)F. Cell line: MDA-MB-231. Synergy scores: CSS=4.02, Synergy_ZIP=-7.74, Synergy_Bliss=-9.25, Synergy_Loewe=-15.3, Synergy_HSA=-7.92. (6) Drug 1: CCC(=C(C1=CC=CC=C1)C2=CC=C(C=C2)OCCN(C)C)C3=CC=CC=C3.C(C(=O)O)C(CC(=O)O)(C(=O)O)O. Drug 2: CCN(CC)CCNC(=O)C1=C(NC(=C1C)C=C2C3=C(C=CC(=C3)F)NC2=O)C. Cell line: MDA-MB-231. Synergy scores: CSS=-8.50, Synergy_ZIP=-0.966, Synergy_Bliss=-9.67, Synergy_Loewe=-9.24, Synergy_HSA=-11.5. (7) Drug 1: C1CCC(CC1)NC(=O)N(CCCl)N=O. Drug 2: CN(CCCl)CCCl.Cl. Cell line: ACHN. Synergy scores: CSS=44.9, Synergy_ZIP=-3.43, Synergy_Bliss=-1.00, Synergy_Loewe=-10.6, Synergy_HSA=1.16.